Dataset: Full USPTO retrosynthesis dataset with 1.9M reactions from patents (1976-2016). Task: Predict the reactants needed to synthesize the given product. Given the product [Cl:1][C:2]1[CH:3]=[C:4]([NH:5][C:32]([NH:43][C:44]2[O:48][N:47]=[C:46]([CH3:49])[CH:45]=2)=[O:34])[CH:6]=[CH:7][C:8]=1[O:9][C:10]1[C:19]2[C:14](=[CH:15][C:16]([O:22][CH3:23])=[C:17]([O:20][CH3:21])[CH:18]=2)[N:13]=[CH:12][N:11]=1, predict the reactants needed to synthesize it. The reactants are: [Cl:1][C:2]1[CH:3]=[C:4]([CH:6]=[CH:7][C:8]=1[O:9][C:10]1[C:19]2[C:14](=[CH:15][C:16]([O:22][CH3:23])=[C:17]([O:20][CH3:21])[CH:18]=2)[N:13]=[CH:12][N:11]=1)[NH2:5].C(N(CC)CC)C.Cl[C:32](Cl)([O:34]C(=O)OC(Cl)(Cl)Cl)Cl.[NH2:43][C:44]1[O:48][N:47]=[C:46]([CH3:49])[CH:45]=1.